From a dataset of Catalyst prediction with 721,799 reactions and 888 catalyst types from USPTO. Predict which catalyst facilitates the given reaction. (1) Product: [CH2:11]([C:13]1[CH:18]=[C:17]([C:19]2[CH:23]=[N:22][N:21]([CH2:37][C:38]([NH2:40])=[O:39])[CH:20]=2)[CH:16]=[CH:15][C:14]=1[N:24]([CH3:35])[C:25]1[N:30]=[CH:29][C:28]2[N:31]=[CH:32][N:33]([CH3:34])[C:27]=2[CH:26]=1)[CH3:12]. Reactant: C[Si]([N-][Si](C)(C)C)(C)C.[Na+].[CH2:11]([C:13]1[CH:18]=[C:17]([C:19]2[CH:20]=[N:21][NH:22][CH:23]=2)[CH:16]=[CH:15][C:14]=1[N:24]([CH3:35])[C:25]1[N:30]=[CH:29][C:28]2[N:31]=[CH:32][N:33]([CH3:34])[C:27]=2[CH:26]=1)[CH3:12].Br[CH2:37][C:38]([NH2:40])=[O:39]. The catalyst class is: 3. (2) Reactant: [F-].C([N+](CCCC)(CCCC)CCCC)CCC.[Si]([O:26][C@H:27]([C@H:29]([N:36]1[CH:44]=[N:43][C:42]2[C:37]1=[N:38][CH:39]=[N:40][C:41]=2[O:45][CH3:46])[CH2:30][CH2:31][CH2:32][CH2:33][CH2:34][CH3:35])[CH3:28])(C(C)(C)C)(C)C.ClCCl.CO. Product: [CH3:46][O:45][C:41]1[N:40]=[CH:39][N:38]=[C:37]2[C:42]=1[N:43]=[CH:44][N:36]2[C@H:29]([CH2:30][CH2:31][CH2:32][CH2:33][CH2:34][CH3:35])[C@@H:27]([OH:26])[CH3:28]. The catalyst class is: 7. (3) Reactant: [CH3:1][NH:2][C:3]1[CH:4]=[C:5]([CH:8]=[CH:9][CH:10]=1)[C:6]#[N:7].Cl[CH2:12][CH2:13][CH2:14][OH:15].C([O-])([O-])=O.[Ca+2]. Product: [OH:15][CH2:14][CH2:13][CH2:12][N:2]([CH3:1])[C:3]1[CH:4]=[C:5]([CH:8]=[CH:9][CH:10]=1)[C:6]#[N:7]. The catalyst class is: 6. (4) Reactant: [CH2:1]([O:4][C:5](=[O:19])[CH2:6][C:7]1[CH:8]=[C:9]([CH:15]=[CH:16][C:17]=1[OH:18])[C:10]([O:12][CH2:13][CH3:14])=[O:11])[CH:2]=[CH2:3].Br[CH2:21][CH2:22][CH2:23][C:24]1[CH:29]=[CH:28][C:27]([O:30][CH2:31][CH2:32][CH2:33][CH2:34][O:35][C:36]2[CH:41]=[CH:40][CH:39]=[CH:38][CH:37]=2)=[CH:26][CH:25]=1.C(=O)([O-])[O-].[K+].[K+].Cl. Product: [CH2:1]([O:4][C:5](=[O:19])[CH2:6][C:7]1[CH:8]=[C:9]([CH:15]=[CH:16][C:17]=1[O:18][CH2:21][CH2:22][CH2:23][C:24]1[CH:29]=[CH:28][C:27]([O:30][CH2:31][CH2:32][CH2:33][CH2:34][O:35][C:36]2[CH:37]=[CH:38][CH:39]=[CH:40][CH:41]=2)=[CH:26][CH:25]=1)[C:10]([O:12][CH2:13][CH3:14])=[O:11])[CH:2]=[CH2:3]. The catalyst class is: 9. (5) Product: [Cl:1][C:2]1[C:3]2[N:4]([CH:10]=[C:11]([C:13]3[CH:18]=[CH:17][CH:16]=[C:15]([O:19][CH3:20])[CH:14]=3)[N:8]=2)[CH:5]=[CH:6][CH:7]=1. Reactant: [Cl:1][C:2]1[C:3]([NH2:8])=[N:4][CH:5]=[CH:6][CH:7]=1.Br[CH2:10][C:11]([C:13]1[CH:18]=[CH:17][CH:16]=[C:15]([O:19][CH3:20])[CH:14]=1)=O.C(=O)([O-])[O-].[K+].[K+]. The catalyst class is: 8. (6) Reactant: C[O:2][C:3](=[O:28])[CH2:4][C@@H:5]1[C:13]2[C:8](=[CH:9][CH:10]=[CH:11][CH:12]=2)[CH2:7][C@H:6]1[NH:14][C:15]([C:17]1[NH:18][C:19]2[C:24]([CH:25]=1)=[CH:23][C:22]([Cl:26])=[CH:21][C:20]=2[F:27])=[O:16].[OH-].[Na+]. Product: [Cl:26][C:22]1[CH:23]=[C:24]2[C:19](=[C:20]([F:27])[CH:21]=1)[NH:18][C:17]([C:15]([NH:14][C@@H:6]1[CH2:7][C:8]3[C:13](=[CH:12][CH:11]=[CH:10][CH:9]=3)[C@H:5]1[CH2:4][C:3]([OH:28])=[O:2])=[O:16])=[CH:25]2. The catalyst class is: 5. (7) Reactant: [Cl:1][C:2]1[CH:3]=[C:4]([CH:18]=[C:19]([C:23]([F:26])([F:25])[F:24])[C:20]=1[O:21]C)[C:5]([N:7]1[C:11]2[CH:12]=[CH:13][CH:14]=[CH:15][C:10]=2[S:9](=[O:17])(=[O:16])[CH2:8]1)=[O:6].[Cl-].[Li+].Cl. Product: [Cl:1][C:2]1[CH:3]=[C:4]([CH:18]=[C:19]([C:23]([F:26])([F:25])[F:24])[C:20]=1[OH:21])[C:5]([N:7]1[C:11]2[CH:12]=[CH:13][CH:14]=[CH:15][C:10]=2[S:9](=[O:17])(=[O:16])[CH2:8]1)=[O:6]. The catalyst class is: 9.